From a dataset of Forward reaction prediction with 1.9M reactions from USPTO patents (1976-2016). Predict the product of the given reaction. (1) Given the reactants [S:1]1[CH:5]=[CH:4][C:3]2[CH:6]=[C:7]([C:10]([OH:12])=O)[CH:8]=[CH:9][C:2]1=2.CN(C(ON1N=NC2C=CC=CC1=2)=[N+](C)C)C.F[P-](F)(F)(F)(F)F.CCN(C(C)C)C(C)C.[CH2:46]([O:48][C:49]([C:51]1([NH2:60])[CH2:59][C:58]2[C:53](=[CH:54][CH:55]=[CH:56][CH:57]=2)[CH2:52]1)=[O:50])[CH3:47], predict the reaction product. The product is: [CH2:46]([O:48][C:49]([C:51]1([NH:60][C:10]([C:7]2[CH:8]=[CH:9][C:2]3[S:1][CH:5]=[CH:4][C:3]=3[CH:6]=2)=[O:12])[CH2:59][C:58]2[C:53](=[CH:54][CH:55]=[CH:56][CH:57]=2)[CH2:52]1)=[O:50])[CH3:47]. (2) Given the reactants [S:1]1[C:5]2[CH:6]=[CH:7][CH:8]=[CH:9][C:4]=2[C:3]([CH2:10][C:11]([OH:13])=O)=[CH:2]1.O.O[N:16]1C2C=CC=CC=2N=N1.Cl.CN(C)CCCN=C=NCC.[CH3:37][C:38]1([C:44]2[CH:45]=[C:46]([NH:50][S:51]([CH3:54])(=[O:53])=[O:52])[CH:47]=[CH:48][CH:49]=2)[CH:43]2[CH:39]1[CH2:40][NH:41][CH2:42]2.C(N(CC)CC)C, predict the reaction product. The product is: [NH3:16].[S:1]1[C:5]2[CH:6]=[CH:7][CH:8]=[CH:9][C:4]=2[C:3]([CH2:10][C:11]([N:41]2[CH2:42][CH:43]3[CH:39]([C:38]3([C:44]3[CH:45]=[C:46]([NH:50][S:51]([CH3:54])(=[O:53])=[O:52])[CH:47]=[CH:48][CH:49]=3)[CH3:37])[CH2:40]2)=[O:13])=[CH:2]1. (3) Given the reactants [H-].[Na+].[Cl:3][C:4]1[CH:5]=[C:6]2[C:10](=[CH:11][CH:12]=1)[C:9](=[O:13])[N:8]([CH2:14][CH:15]([CH3:17])[CH3:16])[CH:7]2O.[Cl:19][C:20]1[CH:28]=[C:27]2[C:23]([CH:24](O)[N:25]([CH2:30][CH:31]([CH3:33])[CH3:32])[C:26]2=[O:29])=[CH:22][CH:21]=1.O.C[O:37][CH2:38][CH2:39]OC, predict the reaction product. The product is: [Cl:3][C:4]1[CH:5]=[C:6]2[C:10]([C:9](=[O:13])[N:8]([CH2:14][CH:15]([CH3:17])[CH3:16])[CH:7]2[CH2:39][C:38]([O:29][CH2:26][CH3:27])=[O:37])=[CH:11][CH:12]=1.[Cl:19][C:20]1[CH:28]=[C:27]2[C:23](=[CH:22][CH:21]=1)[CH:24]([CH2:39][C:38]([O:13][CH2:9][CH3:10])=[O:37])[N:25]([CH2:30][CH:31]([CH3:33])[CH3:32])[C:26]2=[O:29]. (4) Given the reactants [C:1]1([C@@H:7]2[CH2:11][N:10]([CH:12]3[CH2:17][CH2:16][O:15][CH2:14][CH2:13]3)[C:9](=[O:18])[N:8]2[CH:19]2[CH2:24][CH2:23][NH:22][CH2:21][CH2:20]2)[CH:6]=[CH:5][CH:4]=[CH:3][CH:2]=1.[CH:25]([C:27]1[CH:28]=[CH:29][C:30]([OH:39])=[C:31]([CH:38]=1)[C:32]([NH:34][CH:35]([CH3:37])[CH3:36])=[O:33])=O.[BH-](OC(C)=O)(OC(C)=O)OC(C)=O.[Na+], predict the reaction product. The product is: [OH:39][C:30]1[CH:29]=[CH:28][C:27]([CH2:25][N:22]2[CH2:23][CH2:24][CH:19]([N:8]3[C@H:7]([C:1]4[CH:2]=[CH:3][CH:4]=[CH:5][CH:6]=4)[CH2:11][N:10]([CH:12]4[CH2:13][CH2:14][O:15][CH2:16][CH2:17]4)[C:9]3=[O:18])[CH2:20][CH2:21]2)=[CH:38][C:31]=1[C:32]([NH:34][CH:35]([CH3:37])[CH3:36])=[O:33]. (5) Given the reactants [CH3:1][O:2][C:3]1[CH:4]=[C:5]([N:11]2[CH2:16][CH2:15][N:14]([C:17]([C:19]3[CH:23]=[CH:22][NH:21][C:20]=3[C:24]3[CH:29]=[CH:28][CH:27]=[CH:26][CH:25]=3)=[O:18])[CH2:13][CH2:12]2)[CH:6]=[C:7]([O:9][CH3:10])[CH:8]=1.[H-].[Na+].Br[CH2:33][C:34]([O:36][CH3:37])=[O:35], predict the reaction product. The product is: [CH3:1][O:2][C:3]1[CH:4]=[C:5]([N:11]2[CH2:16][CH2:15][N:14]([C:17]([C:19]3[CH:23]=[CH:22][N:21]([CH2:33][C:34]([O:36][CH3:37])=[O:35])[C:20]=3[C:24]3[CH:29]=[CH:28][CH:27]=[CH:26][CH:25]=3)=[O:18])[CH2:13][CH2:12]2)[CH:6]=[C:7]([O:9][CH3:10])[CH:8]=1.